Regression. Given a peptide amino acid sequence and an MHC pseudo amino acid sequence, predict their binding affinity value. This is MHC class I binding data. From a dataset of Peptide-MHC class I binding affinity with 185,985 pairs from IEDB/IMGT. The peptide sequence is DVSMMSMYGK. The MHC is HLA-A11:01 with pseudo-sequence HLA-A11:01. The binding affinity (normalized) is 0.977.